Predict the product of the given reaction. From a dataset of Forward reaction prediction with 1.9M reactions from USPTO patents (1976-2016). (1) Given the reactants [F:1][C:2]1[CH:7]=[CH:6][C:5]([C:8](=[O:12])[CH2:9][C:10]#[N:11])=[CH:4][CH:3]=1.[S:13]1CC(O)S[CH2:15][CH:14]1O.C(NCC)C, predict the reaction product. The product is: [NH2:11][C:10]1[S:13][CH:14]=[CH:15][C:9]=1[C:8]([C:5]1[CH:4]=[CH:3][C:2]([F:1])=[CH:7][CH:6]=1)=[O:12]. (2) Given the reactants [CH3:1][O:2][C:3](=[O:33])[C:4]1[CH:9]=[CH:8][C:7]([CH2:10][N:11]([C:13]2[C:18]([CH3:19])=[CH:17][C:16]([O:20][Si](C(C)C)(C(C)C)C(C)C)=[CH:15][C:14]=2[F:31])[CH3:12])=[CH:6][C:5]=1[CH3:32].[F-].C([N+](CCCC)(CCCC)CCCC)CCC.Cl, predict the reaction product. The product is: [CH3:1][O:2][C:3](=[O:33])[C:4]1[CH:9]=[CH:8][C:7]([CH2:10][N:11]([C:13]2[C:18]([CH3:19])=[CH:17][C:16]([OH:20])=[CH:15][C:14]=2[F:31])[CH3:12])=[CH:6][C:5]=1[CH3:32]. (3) The product is: [C:45]([O:44][C@@H:10]1[C@@H:9]([O:8][C:1](=[O:61])[C:2]2[CH:3]=[CH:4][CH:5]=[CH:6][CH:7]=2)[C@H:23]([O:24][C:25](=[O:32])[C:26]2[CH:31]=[CH:30][CH:29]=[CH:28][CH:27]=2)[C@@:22]([CH3:43])([CH2:33][O:34][C:35](=[O:42])[C:36]2[CH:37]=[CH:38][CH:39]=[CH:40][CH:41]=2)[O:21][C@H:11]1[O:12][C:13](=[O:20])[C:14]1[CH:15]=[CH:16][CH:17]=[CH:18][CH:19]=1)(=[O:52])[C:46]1[CH:51]=[CH:50][CH:49]=[CH:48][CH:47]=1. Given the reactants [CH2:1]([O:8][C@H:9]1[C@H:23]([O:24][C:25](=[O:32])[C:26]2[CH:31]=[CH:30][CH:29]=[CH:28][CH:27]=2)[C@@:22]([CH3:43])([CH2:33][O:34][C:35](=[O:42])[C:36]2[CH:41]=[CH:40][CH:39]=[CH:38][CH:37]=2)[O:21][C@@H:11]([O:12][C:13](=[O:20])[C:14]2[CH:19]=[CH:18][CH:17]=[CH:16][CH:15]=2)[C@@H:10]1[O:44][C:45](=[O:52])[C:46]1[CH:51]=[CH:50][CH:49]=[CH:48][CH:47]=1)[C:2]1[CH:7]=[CH:6][CH:5]=[CH:4][CH:3]=1.Cl.C(Cl)(=[O:61])C1C=CC=CC=1, predict the reaction product.